From a dataset of Reaction yield outcomes from USPTO patents with 853,638 reactions. Predict the reaction yield, written as a fraction of the theoretical maximum amount of product (1.0 means a 100% yield; for example, 0.34 means a 34% yield). (1) The reactants are [F:1][C:2]([F:7])([F:6])[C:3]([OH:5])=[O:4].[F:8][C:9]([F:14])([F:13])[C:10]([OH:12])=[O:11].FC(F)(F)C(O)=O.[Cl:22][C:23]1[CH:24]=[N:25][C:26]2[NH:27][C:28]3[CH:29]=[N:30][CH:31]=[C:32]([CH:54]=3)[CH2:33][CH2:34][C:35]3[CH:43]=[C:39]([NH:40][C:41]=1[N:42]=2)[CH:38]=[CH:37][C:36]=3[O:44][CH2:45][C:46](=[O:53])[N:47]1[CH2:52][CH2:51][NH:50][CH2:49][CH2:48]1.Cl[C:56]([O:58][CH3:59])=[O:57]. No catalyst specified. The product is [F:1][C:2]([F:7])([F:6])[C:3]([OH:5])=[O:4].[F:8][C:9]([F:14])([F:13])[C:10]([OH:12])=[O:11].[Cl:22][C:23]1[CH:24]=[N:25][C:26]2[NH:27][C:28]3[CH:29]=[N:30][CH:31]=[C:32]([CH:54]=3)[CH2:33][CH2:34][C:35]3[CH:43]=[C:39]([NH:40][C:41]=1[N:42]=2)[CH:38]=[CH:37][C:36]=3[O:44][CH2:45][C:46]([N:47]1[CH2:52][CH2:51][N:50]([C:56]([O:58][CH3:59])=[O:57])[CH2:49][CH2:48]1)=[O:53]. The yield is 0.600. (2) The reactants are Cl[CH2:2][CH:3]1[CH2:7][O:6][C:5](=[O:8])[O:4]1.[O-:9][CH2:10][CH3:11].[Na+]. The catalyst is O1CCCC1. The product is [C:5](=[O:8])([O:6][CH2:7][CH:3]1[O:4][CH2:2]1)[O:9][CH2:10][CH3:11]. The yield is 0.234. (3) The reactants are C1(COC([N:11]2[CH2:14][C:13]3([C@@H:18]([CH3:19])[NH:17][C:16](=[O:20])[O:15]3)[CH2:12]2)=O)C=CC=CC=1.[H][H]. The catalyst is CO.[Pd]. The product is [CH3:19][C@@H:18]1[C:13]2([CH2:14][NH:11][CH2:12]2)[O:15][C:16](=[O:20])[NH:17]1. The yield is 1.00. (4) The reactants are [Cl:1][C:2]1[CH:3]=[C:4]([NH2:20])[C:5]([NH2:19])=[CH:6][C:7]=1[O:8][C:9]1[CH:14]=[CH:13][C:12]([C:15]([F:18])([F:17])[F:16])=[CH:11][CH:10]=1.O.C(=O)(O)[O-].[Na+]. The catalyst is FC(F)(F)C(O)=O.Cl. The product is [Cl:1][C:2]1[C:7]([O:8][C:9]2[CH:14]=[CH:13][C:12]([C:15]([F:18])([F:16])[F:17])=[CH:11][CH:10]=2)=[CH:6][C:5]2[NH:19][C:12]([C:15]([F:18])([F:17])[F:16])=[N:20][C:4]=2[CH:3]=1. The yield is 0.620. (5) The reactants are Br[C:2]1[CH:3]=[N:4][C:5]([Cl:8])=[N:6][CH:7]=1.[C:9]([C:11]1[CH:12]=[C:13]([CH:15]=[CH:16][CH:17]=1)[NH2:14])#[CH:10]. The catalyst is CCN(C(C)C)C(C)C.[Pd]. The product is [Cl:8][C:5]1[N:4]=[CH:3][C:2]([C:10]#[C:9][C:11]2[CH:12]=[C:13]([NH2:14])[CH:15]=[CH:16][CH:17]=2)=[CH:7][N:6]=1. The yield is 0.280. (6) The yield is 0.0800. The product is [CH:1]([C:5]1[CH:10]=[CH:9][C:8]([N:11]2[C:20](=[O:21])[C:19]3[C:14](=[CH:15][CH:16]=[CH:17][CH:18]=3)[N:13]=[C:12]2[C:22]2[CH:27]=[C:26]3[C:25]([CH:28]=[CH:29][NH:30]3)=[CH:24][CH:23]=2)=[CH:7][CH:6]=1)([CH2:3][CH3:4])[CH3:2]. The reactants are [CH:1]([C:5]1[CH:10]=[CH:9][C:8]([N:11]2[C:20](=[O:21])[C:19]3[C:14](=[CH:15][CH:16]=[CH:17][CH:18]=3)[N:13]=[C:12]2[C:22]2[CH:27]=[CH:26][C:25](/[CH:28]=[CH:29]/[N:30](C)C)=[C:24]([N+]([O-])=O)[CH:23]=2)=[CH:7][CH:6]=1)([CH2:3][CH3:4])[CH3:2]. The catalyst is CCO.CN(C=O)C.